Dataset: Catalyst prediction with 721,799 reactions and 888 catalyst types from USPTO. Task: Predict which catalyst facilitates the given reaction. (1) Reactant: Br[C:2]1[C:7]([N:8]([CH2:23][O:24][CH3:25])[S:9]([C:12]2[CH:17]=[CH:16][C:15]([Cl:18])=[C:14]([C:19]([F:22])([F:21])[F:20])[CH:13]=2)(=[O:11])=[O:10])=[CH:6][C:5]([CH3:26])=[CH:4][N:3]=1.C([Mg]Cl)(C)C.[Cl:32][C:33]1[CH:40]=[CH:39][C:38]([N+:41]([O-:43])=[O:42])=[CH:37][C:34]=1[CH:35]=[O:36]. Product: [Cl:18][C:15]1[CH:16]=[CH:17][C:12]([S:9]([N:8]([C:7]2[C:2]([CH:35]([C:34]3[CH:37]=[C:38]([N+:41]([O-:43])=[O:42])[CH:39]=[CH:40][C:33]=3[Cl:32])[OH:36])=[N:3][CH:4]=[C:5]([CH3:26])[CH:6]=2)[CH2:23][O:24][CH3:25])(=[O:11])=[O:10])=[CH:13][C:14]=1[C:19]([F:22])([F:21])[F:20]. The catalyst class is: 1. (2) Reactant: [CH3:1][O:2][C:3]1[CH:4]=[C:5]([CH:11]([CH3:15])[C:12]([NH2:14])=O)[CH:6]=[CH:7][C:8]=1[O:9][CH3:10].CO. Product: [CH3:1][O:2][C:3]1[CH:4]=[C:5]([CH:11]([CH3:15])[CH2:12][NH2:14])[CH:6]=[CH:7][C:8]=1[O:9][CH3:10]. The catalyst class is: 1. (3) Reactant: [CH3:1][C:2]1[C:6]([C:7]2[CH:16]=[C:15]3[C:10]([C:11]([NH:20][C@@H:21]([C:23]4[CH:28]=[CH:27][CH:26]=[CH:25][CH:24]=4)[CH3:22])=[C:12]([N+:17]([O-])=O)[CH:13]=[N:14]3)=[CH:9][C:8]=2[O:29][CH3:30])=[C:5]([CH3:31])[O:4][N:3]=1.O.O.Cl[Sn]Cl. The catalyst class is: 361. Product: [CH3:1][C:2]1[C:6]([C:7]2[CH:16]=[C:15]3[C:10]([C:11]([NH:20][C@@H:21]([C:23]4[CH:28]=[CH:27][CH:26]=[CH:25][CH:24]=4)[CH3:22])=[C:12]([NH2:17])[CH:13]=[N:14]3)=[CH:9][C:8]=2[O:29][CH3:30])=[C:5]([CH3:31])[O:4][N:3]=1. (4) Reactant: N[C:2]1[CH:3]=[CH:4][C:5]([Cl:22])=[C:6]([CH:21]=1)[C:7]([NH:9][CH2:10][C:11]12[CH2:20][CH:15]3[CH2:16][CH:17]([CH2:19][CH:13]([CH2:14]3)[CH2:12]1)[CH2:18]2)=[O:8].S(=O)(=O)(O)O.N([O-])=O.[Na+].[I-:32].[K+]. Product: [Cl:22][C:5]1[CH:4]=[CH:3][C:2]([I:32])=[CH:21][C:6]=1[C:7]([NH:9][CH2:10][C:11]12[CH2:20][CH:15]3[CH2:16][CH:17]([CH2:19][CH:13]([CH2:14]3)[CH2:12]1)[CH2:18]2)=[O:8]. The catalyst class is: 30. (5) Product: [F:32][C:31]1[C:23]([N:20]2[CH2:19][CH2:18][CH:17]([C:15]([O:14][C:10]([CH3:11])([CH3:13])[CH3:12])=[O:16])[CH2:22][CH2:21]2)=[N:24][C:25]([CH2:33][N:34]2[CH2:38][CH2:37][CH2:36][C:35]2=[O:39])=[C:26]([C:27]([F:3])=[O:28])[CH:30]=1. The catalyst class is: 2. Reactant: N1C(F)=NC(F)=NC=1[F:3].[C:10]([O:14][C:15]([CH:17]1[CH2:22][CH2:21][N:20]([C:23]2[C:31]([F:32])=[CH:30][C:26]([C:27](O)=[O:28])=[C:25]([CH2:33][N:34]3[CH2:38][CH2:37][CH2:36][C:35]3=[O:39])[N:24]=2)[CH2:19][CH2:18]1)=[O:16])([CH3:13])([CH3:12])[CH3:11].N1C=CC=CC=1.CCN(C(C)C)C(C)C. (6) Reactant: [N:1]([C@@H:4]1[CH2:8][N:7]([C:9]2[N:13]3[C:14]4[CH:20]=[CH:19][NH:18][C:15]=4[N:16]=[CH:17][C:12]3=[N:11][CH:10]=2)[C@H:6]([CH2:21][CH3:22])[CH2:5]1)=[N+]=[N-].BrCC(OC(C)(C)C)=O.Cl.N([C@@H]1CN[C@H](C)C1)=[N+]=[N-].N([C@@H]1CN(C(OC(C)(C)C)=O)[C@H](C)C1)=[N+]=[N-].[OH-].[Na+].[H][H]. Product: [CH2:21]([C@H:6]1[N:7]([C:9]2[N:13]3[C:14]4[CH:20]=[CH:19][NH:18][C:15]=4[N:16]=[CH:17][C:12]3=[N:11][CH:10]=2)[CH2:8][C@@H:4]([NH2:1])[CH2:5]1)[CH3:22]. The catalyst class is: 320. (7) Reactant: [Br:1][C:2]1[CH:31]=[CH:30][C:5]([O:6][C:7]([CH3:29])([CH3:28])[C:8]([NH:10][C:11]2[CH:16]=[CH:15][C:14]([CH:17]([CH:21](C(O)=O)[C:22]([OH:24])=[O:23])[C:18]#[C:19][CH3:20])=[CH:13][CH:12]=2)=[O:9])=[C:4]([Cl:32])[CH:3]=1. Product: [Br:1][C:2]1[CH:31]=[CH:30][C:5]([O:6][C:7]([CH3:28])([CH3:29])[C:8]([NH:10][C:11]2[CH:12]=[CH:13][C:14]([CH:17]([C:18]#[C:19][CH3:20])[CH2:21][C:22]([OH:24])=[O:23])=[CH:15][CH:16]=2)=[O:9])=[C:4]([Cl:32])[CH:3]=1. The catalyst class is: 12.